From a dataset of Catalyst prediction with 721,799 reactions and 888 catalyst types from USPTO. Predict which catalyst facilitates the given reaction. (1) Reactant: [CH3:1][C:2]1[CH:7]=[CH:6][CH:5]=[CH:4][C:3]=1[CH:8]1[CH2:13][C:12](=O)[NH:11][C:10](=O)[CH2:9]1.B.C1COCC1. Product: [CH3:1][C:2]1[CH:7]=[CH:6][CH:5]=[CH:4][C:3]=1[CH:8]1[CH2:13][CH2:12][NH:11][CH2:10][CH2:9]1. The catalyst class is: 33. (2) Reactant: [CH2:1]([O:3][C:4](=[O:28])[C:5]1[CH:10]=[CH:9][CH:8]=[C:7]([N:11]2[C:15]([CH3:16])=[CH:14][CH:13]=[C:12]2[C:17]2[CH:22]=[C:21]([C:23]([F:26])([F:25])[F:24])[CH:20]=[CH:19][C:18]=2[OH:27])[CH:6]=1)[CH3:2].[F:29][C:30]1[CH:37]=[CH:36][C:33]([CH2:34]Br)=[CH:32][CH:31]=1.C(=O)([O-])[O-].[K+].[K+]. Product: [CH2:1]([O:3][C:4](=[O:28])[C:5]1[CH:10]=[CH:9][CH:8]=[C:7]([N:11]2[C:15]([CH3:16])=[CH:14][CH:13]=[C:12]2[C:17]2[CH:22]=[C:21]([C:23]([F:24])([F:26])[F:25])[CH:20]=[CH:19][C:18]=2[O:27][CH2:34][C:33]2[CH:36]=[CH:37][C:30]([F:29])=[CH:31][CH:32]=2)[CH:6]=1)[CH3:2]. The catalyst class is: 31. (3) Reactant: [CH3:1][O:2][C:3](=[O:39])/[CH:4]=[CH:5]/[C:6]1[C:11]([CH2:12][N:13]([CH2:20][C:21]2[CH:26]=[C:25]([C:27]([F:30])([F:29])[F:28])[CH:24]=[C:23]([C:31]([F:34])([F:33])[F:32])[CH:22]=2)[C:14]2[N:15]=[N:16][N:17]([CH3:19])[N:18]=2)=[CH:10][C:9]([C:35]([F:38])([F:37])[F:36])=[CH:8][N:7]=1.[CH3:40][NH2:41]. Product: [CH3:1][O:2][C:3](=[O:39])[CH2:4][CH:5]([C:6]1[C:11]([CH2:12][N:13]([CH2:20][C:21]2[CH:22]=[C:23]([C:31]([F:34])([F:32])[F:33])[CH:24]=[C:25]([C:27]([F:28])([F:29])[F:30])[CH:26]=2)[C:14]2[N:15]=[N:16][N:17]([CH3:19])[N:18]=2)=[CH:10][C:9]([C:35]([F:36])([F:38])[F:37])=[CH:8][N:7]=1)[NH:41][CH3:40]. The catalyst class is: 1. (4) Reactant: [F:1][C:2]([F:21])([F:20])[C:3]1[CH:8]=[CH:7][C:6]([C:9]2[CH:19]=[CH:18][C:12]3[NH:13][C:14](=[O:17])[CH2:15][S:16][C:11]=3[CH:10]=2)=[CH:5][CH:4]=1.C(N(CC)CC)C.[C:29](O[C:29]([O:31][C:32]([CH3:35])([CH3:34])[CH3:33])=[O:30])([O:31][C:32]([CH3:35])([CH3:34])[CH3:33])=[O:30].Cl. Product: [O:17]=[C:14]1[N:13]([C:29]([O:31][C:32]([CH3:35])([CH3:34])[CH3:33])=[O:30])[C:12]2[CH:18]=[CH:19][C:9]([C:6]3[CH:5]=[CH:4][C:3]([C:2]([F:1])([F:20])[F:21])=[CH:8][CH:7]=3)=[CH:10][C:11]=2[S:16][CH2:15]1. The catalyst class is: 112.